Dataset: Forward reaction prediction with 1.9M reactions from USPTO patents (1976-2016). Task: Predict the product of the given reaction. (1) Given the reactants [C:1]([O:4][C:5]1[CH:12]=[CH:11][C:8]([CH:9]=[CH2:10])=[CH:7][CH:6]=1)(=[O:3])[CH3:2].C(Cl)(Cl)Cl.ClC1C=C(C=CC=1)C(OO)=[O:22], predict the reaction product. The product is: [C:1]([O:4][C:5]1[CH:12]=[CH:11][C:8]([CH:9]2[O:22][CH2:10]2)=[CH:7][CH:6]=1)(=[O:3])[CH3:2]. (2) Given the reactants [F:1][C:2]1[C:3](=[N:17][NH2:18])[N:4]=[C:5]([CH3:16])[NH:6][C:7]=1[NH:8][CH2:9][C:10]1[CH:15]=[CH:14][CH:13]=[CH:12][N:11]=1.[CH:19]1([CH2:24][C@H:25]([CH2:29][N:30]([CH:39]=[O:40])[O:31][CH2:32][C:33]2[CH:38]=[CH:37][CH:36]=[CH:35][CH:34]=2)[C:26](O)=[O:27])[CH2:23][CH2:22][CH2:21][CH2:20]1.CN1CCOCC1.C1C=NC2N(O)N=NC=2C=1.C(Cl)CCl, predict the reaction product. The product is: [CH:19]1([CH2:24][C@@H:25]([C:26]([NH:18][NH:17][C:3]2[C:2]([F:1])=[C:7]([NH:8][CH2:9][C:10]3[CH:15]=[CH:14][CH:13]=[CH:12][N:11]=3)[N:6]=[C:5]([CH3:16])[N:4]=2)=[O:27])[CH2:29][N:30]([O:31][CH2:32][C:33]2[CH:38]=[CH:37][CH:36]=[CH:35][CH:34]=2)[CH:39]=[O:40])[CH2:23][CH2:22][CH2:21][CH2:20]1. (3) Given the reactants [CH3:1][C:2]1[CH:3]=[N:4][C:5]([C:8]2[CH:9]=[C:10]([CH:15]=[CH:16][CH:17]=2)[C:11](OC)=[O:12])=[N:6][CH:7]=1.[H-].[Al+3].[Li+].[H-].[H-].[H-].C1COCC1.O.C([O-])([O-])=O.[Na+].[Na+], predict the reaction product. The product is: [CH3:1][C:2]1[CH:7]=[N:6][C:5]([C:8]2[CH:9]=[C:10]([CH2:11][OH:12])[CH:15]=[CH:16][CH:17]=2)=[N:4][CH:3]=1. (4) The product is: [NH2:29][C:28]1[N:31]=[CH:32][C:33]([C:16]2[CH:17]=[CH:18][C:13]([CH2:12][C:11]([NH:10][C:7]3[CH:6]=[C:5]([C:1]([CH3:4])([CH3:3])[CH3:2])[O:9][N:8]=3)=[O:21])=[CH:14][C:15]=2[F:20])=[CH:35][CH:40]=1. Given the reactants [C:1]([C:5]1[O:9][N:8]=[C:7]([NH:10][C:11](=[O:21])[CH2:12][C:13]2[CH:18]=[CH:17][C:16](Cl)=[C:15]([F:20])[CH:14]=2)[CH:6]=1)([CH3:4])([CH3:3])[CH3:2].C(C1O[N:29]=[C:28]([NH:31][C:32](=O)[CH:33]([C:35]2[CH:40]=CC(Cl)=CC=2)C)C=1)(C)(C)C, predict the reaction product. (5) Given the reactants [O:1]=[C:2]([NH:9][C:10]1[CH:15]=[CH:14][CH:13]=[C:12]([C:16]([F:19])([F:18])[F:17])[CH:11]=1)[CH2:3][C:4]([O:6]CC)=[O:5].CO[CH:22]=[CH:23][C:24](=O)[CH:25]([CH3:27])[CH3:26].C[O-].[Na+].[OH-].[Na+], predict the reaction product. The product is: [CH:25]([C:24]1[N:9]([C:10]2[CH:15]=[CH:14][CH:13]=[C:12]([C:16]([F:17])([F:18])[F:19])[CH:11]=2)[C:2](=[O:1])[C:3]([C:4]([OH:6])=[O:5])=[CH:22][CH:23]=1)([CH3:27])[CH3:26].